Dataset: Peptide-MHC class I binding affinity with 185,985 pairs from IEDB/IMGT. Task: Regression. Given a peptide amino acid sequence and an MHC pseudo amino acid sequence, predict their binding affinity value. This is MHC class I binding data. (1) The binding affinity (normalized) is 0.275. The peptide sequence is GAVAMSLTV. The MHC is HLA-A68:02 with pseudo-sequence HLA-A68:02. (2) The peptide sequence is YSQVNKRYI. The MHC is H-2-Kb with pseudo-sequence H-2-Kb. The binding affinity (normalized) is 0.00449.